From a dataset of Catalyst prediction with 721,799 reactions and 888 catalyst types from USPTO. Predict which catalyst facilitates the given reaction. (1) Reactant: [CH2:1]([NH2:3])[CH3:2].[C:4]([O:8][CH2:9][CH3:10])(=[O:7])[CH:5]=[CH2:6]. Product: [CH2:1]([NH:3][CH2:6][CH2:5][C:4]([O:8][CH2:9][CH3:10])=[O:7])[CH3:2]. The catalyst class is: 14. (2) Reactant: [CH:1]([C:3]1[N:4]=[C:5]([CH:8]2[CH2:13][CH2:12][N:11]([C:14]([O:16][C:17]([CH3:20])([CH3:19])[CH3:18])=[O:15])[CH2:10][CH2:9]2)[S:6][CH:7]=1)=O.[NH2:21][OH:22].[CH2:23]=[CH:24][C:25]1[CH:30]=[CH:29][CH:28]=[CH:27][CH:26]=1.Cl[O-].[Na+]. Product: [C:25]1([CH:24]2[O:22][N:21]=[C:1]([C:3]3[N:4]=[C:5]([CH:8]4[CH2:13][CH2:12][N:11]([C:14]([O:16][C:17]([CH3:20])([CH3:19])[CH3:18])=[O:15])[CH2:10][CH2:9]4)[S:6][CH:7]=3)[CH2:23]2)[CH:30]=[CH:29][CH:28]=[CH:27][CH:26]=1. The catalyst class is: 199. (3) The catalyst class is: 42. Product: [CH3:9][C:10]1([CH3:27])[O:14][C@H:13]([CH2:15][N:6]2[CH:7]=[CH:8][C:4]([N+:1]([O-:3])=[O:2])=[N:5]2)[CH2:12][O:11]1. Reactant: [N+:1]([C:4]1[CH:8]=[CH:7][NH:6][N:5]=1)([O-:3])=[O:2].[CH3:9][C:10]1([CH3:27])[O:14][C@H:13]([CH2:15]OS(C2C=CC(C)=CC=2)(=O)=O)[CH2:12][O:11]1.C(=O)([O-])[O-].[K+].[K+]. (4) Reactant: [NH2:1][C:2]1[CH:7]=[CH:6][C:5]([Br:8])=[CH:4][C:3]=1[OH:9].[CH2:10](C(CC)(CC)C([O-])([O-])[O-])[CH3:11]. The catalyst class is: 15. Product: [Br:8][C:5]1[CH:6]=[CH:7][C:2]2[N:1]=[C:10]([CH3:11])[O:9][C:3]=2[CH:4]=1. (5) Reactant: [CH3:1][C:2]([CH3:18])([CH3:17])[CH2:3][NH:4][C:5]1[CH:12]=[CH:11][C:8]([C:9]#[N:10])=[C:7]([C:13]([F:16])([F:15])[F:14])[CH:6]=1.[CH2:19](Br)[CH:20]=[CH2:21].O. Product: [CH3:1][C:2]([CH3:18])([CH3:17])[CH2:3][N:4]([CH2:21][CH:20]=[CH2:19])[C:5]1[CH:12]=[CH:11][C:8]([C:9]#[N:10])=[C:7]([C:13]([F:14])([F:15])[F:16])[CH:6]=1. The catalyst class is: 3.